This data is from Full USPTO retrosynthesis dataset with 1.9M reactions from patents (1976-2016). The task is: Predict the reactants needed to synthesize the given product. The reactants are: [C:1]([C:5]1[CH:10]=[CH:9][C:8]([OH:11])=[C:7]([CH:12]([CH3:27])[CH2:13][CH2:14][CH2:15][CH2:16][CH2:17][CH2:18][CH2:19][CH2:20][CH2:21][CH2:22][CH2:23][CH2:24][CH2:25][CH3:26])[CH:6]=1)([CH3:4])([CH3:3])[CH3:2].O.[C:29](O)(=[O:32])[CH:30]=[O:31].O. Given the product [C:1]([C:5]1[CH:6]=[C:7]([CH:12]([CH3:27])[CH2:13][CH2:14][CH2:15][CH2:16][CH2:17][CH2:18][CH2:19][CH2:20][CH2:21][CH2:22][CH2:23][CH2:24][CH2:25][CH3:26])[C:8]2[O:11][C:30](=[O:31])[CH:29]([OH:32])[C:9]=2[CH:10]=1)([CH3:4])([CH3:3])[CH3:2], predict the reactants needed to synthesize it.